Dataset: Forward reaction prediction with 1.9M reactions from USPTO patents (1976-2016). Task: Predict the product of the given reaction. (1) Given the reactants [C:1]([O-:5])(=[O:4])[CH:2]=[CH2:3].[H][H].N(C(C)(C)C#N)=NC(C)(C)C#N.CCCCCC.[O:26]1[CH2:31]CO[CH2:28][CH2:27]1, predict the reaction product. The product is: [C:1]([O:5][CH2:28][CH2:27][O:26][CH3:31])(=[O:4])[CH:2]=[CH2:3]. (2) Given the reactants C(O[BH-](OC(=O)C)OC(=O)C)(=O)C.[Na+].[C:15]([O:19][C:20](=[O:27])[NH:21][C:22]([CH3:26])([CH3:25])[CH:23]=O)([CH3:18])([CH3:17])[CH3:16].[F:28][C:29]1[CH:35]=[CH:34][CH:33]=[C:32]([F:36])[C:30]=1[NH2:31].C(O)(=O)C.C(=O)(O)[O-].[Na+], predict the reaction product. The product is: [C:15]([O:19][C:20](=[O:27])[NH:21][C:22]([CH3:26])([CH3:25])[CH2:23][NH:31][C:30]1[C:29]([F:28])=[CH:35][CH:34]=[CH:33][C:32]=1[F:36])([CH3:18])([CH3:17])[CH3:16]. (3) The product is: [O:28]1[C:24]2[CH:23]=[CH:22][N:21]=[C:20]([O:18][C:4]3[CH:5]=[CH:6][C:7]([N:8]4[C:16]5[CH:15]=[CH:14][N:13]=[CH:12][C:11]=5[N:10]=[C:9]4[CH3:17])=[C:2]([CH3:1])[CH:3]=3)[C:25]=2[CH:26]=[CH:27]1. Given the reactants [CH3:1][C:2]1[CH:3]=[C:4]([OH:18])[CH:5]=[CH:6][C:7]=1[N:8]1[C:16]2[CH:15]=[CH:14][N:13]=[CH:12][C:11]=2[N:10]=[C:9]1[CH3:17].Cl[C:20]1[C:25]2[CH:26]=[CH:27][O:28][C:24]=2[CH:23]=[CH:22][N:21]=1.C(=O)([O-])[O-].[Cs+].[Cs+], predict the reaction product. (4) Given the reactants [S:1]1[C:5]2[CH:6]=[CH:7][CH:8]=[CH:9][C:4]=2[N:3]=[C:2]1[C:10]1[C:11](=[O:29])[O:12][C:13]2C(C=1)=CC=C(N1CCN(CCO)CC1)C=2.C(N(C(C)C)CC)(C)C.S(Cl)(C1C=CC(C)=CC=1)(=O)=O, predict the reaction product. The product is: [CH3:13][O:12][C:11](=[O:29])[CH2:10][C:2]1[S:1][C:5]2[CH:6]=[CH:7][CH:8]=[CH:9][C:4]=2[N:3]=1. (5) Given the reactants [CH2:1]([NH:9][CH2:10][CH2:11][CH2:12][CH2:13][CH2:14][CH2:15][CH2:16][CH3:17])[CH2:2][CH2:3][CH2:4][CH2:5][CH2:6][CH2:7][CH3:8].[CH2:18](Br)[CH:19]=[CH2:20].CCN(C(C)C)C(C)C.CO, predict the reaction product. The product is: [CH2:20]([N:9]([CH2:1][CH2:2][CH2:3][CH2:4][CH2:5][CH2:6][CH2:7][CH3:8])[CH2:10][CH2:11][CH2:12][CH2:13][CH2:14][CH2:15][CH2:16][CH3:17])[CH:19]=[CH2:18]. (6) The product is: [C:20]([C:6]1[C:5]([OH:24])=[C:4]([C:9]([OH:10])=[C:8]([C:11](=[O:19])[C:12]2[CH:13]=[CH:14][C:15]([Cl:18])=[CH:16][CH:17]=2)[CH:7]=1)[C:3]([OH:25])=[O:2])([CH3:23])([CH3:21])[CH3:22]. Given the reactants C[O:2][C:3](=[O:25])[C:4]1[C:9]([OH:10])=[C:8]([C:11](=[O:19])[C:12]2[CH:17]=[CH:16][C:15]([Cl:18])=[CH:14][CH:13]=2)[CH:7]=[C:6]([C:20]([CH3:23])([CH3:22])[CH3:21])[C:5]=1[OH:24].C1([S-])C=CC=CC=1.[Na+], predict the reaction product. (7) Given the reactants C([N:8]1[CH2:14][C:13]2[CH:15]=[C:16]([Br:19])[CH:17]=[CH:18][C:12]=2[O:11][CH2:10][CH2:9]1)C1C=CC=CC=1.ClC(OC(Cl)C)=O.[C:35](O[C:35]([O:37][C:38]([CH3:41])([CH3:40])[CH3:39])=[O:36])([O:37][C:38]([CH3:41])([CH3:40])[CH3:39])=[O:36].O, predict the reaction product. The product is: [Br:19][C:16]1[CH:17]=[CH:18][C:12]2[O:11][CH2:10][CH2:9][N:8]([C:35]([O:37][C:38]([CH3:39])([CH3:40])[CH3:41])=[O:36])[CH2:14][C:13]=2[CH:15]=1.